This data is from Forward reaction prediction with 1.9M reactions from USPTO patents (1976-2016). The task is: Predict the product of the given reaction. Given the reactants [CH2:1](O)[CH2:2][CH2:3][CH3:4].N=C=N.[C:9]([C:17]1[CH:22]=[CH:21][CH:20]=[CH:19][C:18]=1[NH:23][C@@H:24]([CH2:28][C:29]1[CH:34]=[CH:33][C:32]([C:35]2[CH:40]=[CH:39][CH:38]=[C:37]([N:41]([CH3:52])[C:42]([NH:44][CH2:45][CH2:46][CH2:47][CH2:48][CH2:49][CH2:50][CH3:51])=[O:43])[CH:36]=2)=[CH:31][CH:30]=1)[C:25]([OH:27])=[O:26])(=[O:16])[C:10]1[CH:15]=[CH:14][CH:13]=[CH:12][CH:11]=1, predict the reaction product. The product is: [C:9]([C:17]1[CH:22]=[CH:21][CH:20]=[CH:19][C:18]=1[NH:23][C@@H:24]([CH2:28][C:29]1[CH:34]=[CH:33][C:32]([C:35]2[CH:40]=[CH:39][CH:38]=[C:37]([N:41]([CH3:52])[C:42]([NH:44][CH2:45][CH2:46][CH2:47][CH2:48][CH2:49][CH2:50][CH3:51])=[O:43])[CH:36]=2)=[CH:31][CH:30]=1)[C:25]([O:27][CH2:1][CH2:2][CH2:3][CH3:4])=[O:26])(=[O:16])[C:10]1[CH:15]=[CH:14][CH:13]=[CH:12][CH:11]=1.